From a dataset of NCI-60 drug combinations with 297,098 pairs across 59 cell lines. Regression. Given two drug SMILES strings and cell line genomic features, predict the synergy score measuring deviation from expected non-interaction effect. (1) Drug 1: CCCS(=O)(=O)NC1=C(C(=C(C=C1)F)C(=O)C2=CNC3=C2C=C(C=N3)C4=CC=C(C=C4)Cl)F. Drug 2: COC1=CC(=CC(=C1O)OC)C2C3C(COC3=O)C(C4=CC5=C(C=C24)OCO5)OC6C(C(C7C(O6)COC(O7)C8=CC=CS8)O)O. Cell line: NCI-H322M. Synergy scores: CSS=-6.61, Synergy_ZIP=1.07, Synergy_Bliss=-4.23, Synergy_Loewe=-14.7, Synergy_HSA=-10.1. (2) Drug 1: CC1=C2C(C(=O)C3(C(CC4C(C3C(C(C2(C)C)(CC1OC(=O)C(C(C5=CC=CC=C5)NC(=O)C6=CC=CC=C6)O)O)OC(=O)C7=CC=CC=C7)(CO4)OC(=O)C)O)C)OC(=O)C. Drug 2: C(CC(=O)O)C(=O)CN.Cl. Cell line: MCF7. Synergy scores: CSS=2.99, Synergy_ZIP=-10.7, Synergy_Bliss=-6.57, Synergy_Loewe=-6.25, Synergy_HSA=-5.12. (3) Drug 1: C1CC(C1)(C(=O)O)C(=O)O.[NH2-].[NH2-].[Pt+2]. Drug 2: CS(=O)(=O)OCCCCOS(=O)(=O)C. Cell line: LOX IMVI. Synergy scores: CSS=24.3, Synergy_ZIP=-6.39, Synergy_Bliss=1.34, Synergy_Loewe=-17.4, Synergy_HSA=2.17. (4) Drug 1: CC1C(C(CC(O1)OC2CC(CC3=C2C(=C4C(=C3O)C(=O)C5=C(C4=O)C(=CC=C5)OC)O)(C(=O)C)O)N)O.Cl. Drug 2: COC1=C2C(=CC3=C1OC=C3)C=CC(=O)O2. Cell line: COLO 205. Synergy scores: CSS=30.1, Synergy_ZIP=7.53, Synergy_Bliss=-4.65, Synergy_Loewe=-52.3, Synergy_HSA=-6.04. (5) Drug 1: CCC1(CC2CC(C3=C(CCN(C2)C1)C4=CC=CC=C4N3)(C5=C(C=C6C(=C5)C78CCN9C7C(C=CC9)(C(C(C8N6C=O)(C(=O)OC)O)OC(=O)C)CC)OC)C(=O)OC)O.OS(=O)(=O)O. Drug 2: C(=O)(N)NO. Cell line: OVCAR-5. Synergy scores: CSS=-1.23, Synergy_ZIP=2.10, Synergy_Bliss=2.70, Synergy_Loewe=0.795, Synergy_HSA=-0.371. (6) Drug 1: C1=CC(=CC=C1CCCC(=O)O)N(CCCl)CCCl. Drug 2: CC12CCC3C(C1CCC2O)C(CC4=C3C=CC(=C4)O)CCCCCCCCCS(=O)CCCC(C(F)(F)F)(F)F. Cell line: NCI-H322M. Synergy scores: CSS=-3.67, Synergy_ZIP=1.30, Synergy_Bliss=-1.98, Synergy_Loewe=-3.00, Synergy_HSA=-4.84. (7) Drug 1: CC1C(C(CC(O1)OC2CC(CC3=C2C(=C4C(=C3O)C(=O)C5=C(C4=O)C(=CC=C5)OC)O)(C(=O)CO)O)N)O.Cl. Drug 2: C(CC(=O)O)C(=O)CN.Cl. Cell line: U251. Synergy scores: CSS=6.96, Synergy_ZIP=-4.06, Synergy_Bliss=-4.58, Synergy_Loewe=1.26, Synergy_HSA=-1.56. (8) Drug 1: C1=NC2=C(N1)C(=S)N=C(N2)N. Drug 2: CCC1(C2=C(COC1=O)C(=O)N3CC4=CC5=C(C=CC(=C5CN(C)C)O)N=C4C3=C2)O.Cl. Cell line: MDA-MB-231. Synergy scores: CSS=37.3, Synergy_ZIP=-10.2, Synergy_Bliss=-6.32, Synergy_Loewe=-4.39, Synergy_HSA=-2.80. (9) Drug 1: CC1C(C(CC(O1)OC2CC(CC3=C2C(=C4C(=C3O)C(=O)C5=C(C4=O)C(=CC=C5)OC)O)(C(=O)CO)O)N)O.Cl. Drug 2: CC(C)CN1C=NC2=C1C3=CC=CC=C3N=C2N. Cell line: HL-60(TB). Synergy scores: CSS=69.0, Synergy_ZIP=-6.78, Synergy_Bliss=-10.8, Synergy_Loewe=-8.17, Synergy_HSA=-5.52.